Dataset: NCI-60 drug combinations with 297,098 pairs across 59 cell lines. Task: Regression. Given two drug SMILES strings and cell line genomic features, predict the synergy score measuring deviation from expected non-interaction effect. (1) Drug 2: COC1=C(C=C2C(=C1)N=CN=C2NC3=CC(=C(C=C3)F)Cl)OCCCN4CCOCC4. Drug 1: CC12CCC(CC1=CCC3C2CCC4(C3CC=C4C5=CN=CC=C5)C)O. Synergy scores: CSS=22.7, Synergy_ZIP=5.33, Synergy_Bliss=11.3, Synergy_Loewe=7.25, Synergy_HSA=12.7. Cell line: UACC62. (2) Drug 1: CCC1=CC2CC(C3=C(CN(C2)C1)C4=CC=CC=C4N3)(C5=C(C=C6C(=C5)C78CCN9C7C(C=CC9)(C(C(C8N6C)(C(=O)OC)O)OC(=O)C)CC)OC)C(=O)OC.C(C(C(=O)O)O)(C(=O)O)O. Drug 2: CC1C(C(CC(O1)OC2CC(CC3=C2C(=C4C(=C3O)C(=O)C5=C(C4=O)C(=CC=C5)OC)O)(C(=O)CO)O)N)O.Cl. Cell line: NCIH23. Synergy scores: CSS=46.8, Synergy_ZIP=-0.217, Synergy_Bliss=1.07, Synergy_Loewe=1.51, Synergy_HSA=2.70.